Dataset: Full USPTO retrosynthesis dataset with 1.9M reactions from patents (1976-2016). Task: Predict the reactants needed to synthesize the given product. (1) The reactants are: CCCCCCC[C:8]([C:17]1[CH:22]=[CH:21][C:20]([OH:23])=[CH:19][CH:18]=1)([C:10]1[CH:15]=[CH:14][C:13](O)=[CH:12]C=1)C.[OH-:24].[K+].Br[C:27]([F:33])([F:32])[C:28]([F:31])([F:30])[Br:29]. Given the product [Br:29][C:28]([F:31])([F:30])[C:27]([F:33])([F:32])[O:24][C:20]1([O:23][C:27]([F:33])([F:32])[C:28]([F:31])([F:30])[Br:29])[CH:19]=[CH:18][C:17]([C:8]2[CH:10]=[CH:15][CH:14]=[CH:13][CH:12]=2)=[CH:22][CH2:21]1, predict the reactants needed to synthesize it. (2) Given the product [Cl:1][C:2]1[CH:7]=[C:6]([Cl:8])[CH:5]=[CH:4][C:3]=1[C:9]1([OH:34])[C:17]2[C:12](=[CH:13][C:14]([C:40]#[N:41])=[CH:15][C:16]=2[C:18]([F:21])([F:20])[F:19])[N:11]([CH2:23][C@H:24]2[CH2:27][C@H:26]([N:28]([CH2:31][CH3:32])[CH2:29][CH3:30])[CH2:25]2)[C:10]1=[O:33], predict the reactants needed to synthesize it. The reactants are: [Cl:1][C:2]1[CH:7]=[C:6]([Cl:8])[CH:5]=[CH:4][C:3]=1[C:9]1([OH:34])[C:17]2[C:12](=[CH:13][C:14](I)=[CH:15][C:16]=2[C:18]([F:21])([F:20])[F:19])[N:11]([CH2:23][C@H:24]2[CH2:27][C@H:26]([N:28]([CH2:31][CH3:32])[CH2:29][CH3:30])[CH2:25]2)[C:10]1=[O:33].C(=O)(O)[O-].[Na+].[CH3:40][N:41](C)C=O. (3) Given the product [CH3:41][C:37]1[CH:36]=[C:35]([C:31]2[CH:30]=[C:29]([C:27]3[CH2:26][C:25](=[O:42])[NH:24][C:9]4[CH:10]=[C:11]([C:20]([F:23])([F:22])[F:21])[C:12]([O:45][CH2:44][C:46]([F:49])([F:48])[F:47])=[CH:13][C:8]=4[N:7]=3)[CH:34]=[CH:33][CH:32]=2)[CH:40]=[CH:39][N:38]=1, predict the reactants needed to synthesize it. The reactants are: C(OC(=O)[NH:7][C:8]1[CH:13]=[C:12](OCC(F)(F)F)[C:11]([C:20]([F:23])([F:22])[F:21])=[CH:10][C:9]=1[NH:24][C:25](=[O:42])[CH2:26][C:27]([C:29]1[CH:34]=[CH:33][CH:32]=[C:31]([C:35]2[CH:40]=[CH:39][N:38]=[C:37]([CH3:41])[CH:36]=2)[CH:30]=1)=O)(C)(C)C.[C:44](O)([C:46]([F:49])([F:48])[F:47])=[O:45]. (4) Given the product [N:11]1([C:14]2[CH:15]=[C:16]([CH:17]=[CH:18][CH:19]=2)[O:20][C:21]2[N:22]=[C:23]([N:33]3[CH2:38][CH2:37][N:36]4[C:39]([C:42]([F:43])([F:44])[F:45])=[N:40][N:41]=[C:35]4[CH2:34]3)[C:24]3[CH:29]=[C:28]([CH2:30][CH2:31][CH3:32])[S:27][C:25]=3[N:26]=2)[CH2:12][CH2:13][NH:8][CH2:9][CH2:10]1, predict the reactants needed to synthesize it. The reactants are: C(OC([N:8]1[CH2:13][CH2:12][N:11]([C:14]2[CH:19]=[CH:18][CH:17]=[C:16]([O:20][C:21]3[N:22]=[C:23]([N:33]4[CH2:38][CH2:37][N:36]5[C:39]([C:42]([F:45])([F:44])[F:43])=[N:40][N:41]=[C:35]5[CH2:34]4)[C:24]4[CH:29]=[C:28]([CH2:30][CH2:31][CH3:32])[S:27][C:25]=4[N:26]=3)[CH:15]=2)[CH2:10][CH2:9]1)=O)(C)(C)C. (5) Given the product [CH3:47][NH:48][C:4]([C:6]1[CH:7]=[N:8][N:9]([C:11]2[N:19]=[C:18]3[C:14]([N:15]=[CH:16][N:17]3[C@@H:20]3[CH2:24][C@H:23]([NH:25][C:26](=[O:29])[CH2:27][CH3:28])[C@@H:22]([OH:30])[C@H:21]3[OH:31])=[C:13]([NH:32][CH2:33][CH:34]([C:35]3[CH:36]=[CH:37][CH:38]=[CH:39][CH:40]=3)[C:41]3[CH:42]=[CH:43][CH:44]=[CH:45][CH:46]=3)[N:12]=2)[CH:10]=1)=[O:3], predict the reactants needed to synthesize it. The reactants are: C([O:3][C:4]([C:6]1[CH:7]=[N:8][N:9]([C:11]2[N:19]=[C:18]3[C:14]([N:15]=[CH:16][N:17]3[C@@H:20]3[CH2:24][C@H:23]([NH:25][C:26](=[O:29])[CH2:27][CH3:28])[C@@H:22]([OH:30])[C@H:21]3[OH:31])=[C:13]([NH:32][CH2:33][CH:34]([C:41]3[CH:46]=[CH:45][CH:44]=[CH:43][CH:42]=3)[C:35]3[CH:40]=[CH:39][CH:38]=[CH:37][CH:36]=3)[N:12]=2)[CH:10]=1)=O)C.[CH3:47][NH2:48]. (6) Given the product [Cl:10][C:11]1[CH:12]=[CH:13][C:14]2[N:18]=[CH:17][N:16]([C:19]3[N:24]=[C:23]([NH:40][C@H:39]([CH3:41])[C:38]([O:37][C:33]([CH3:36])([CH3:35])[CH3:34])=[O:42])[C:22]([N+:28]([O-:30])=[O:29])=[CH:21][N:20]=3)[C:15]=2[CH:31]=1, predict the reactants needed to synthesize it. The reactants are: C(N(C(C)C)CC)(C)C.[Cl:10][C:11]1[CH:12]=[CH:13][C:14]2[N:18]=[CH:17][N:16]([C:19]3[N:24]=[C:23](SC#N)[C:22]([N+:28]([O-:30])=[O:29])=[CH:21][N:20]=3)[C:15]=2[CH:31]=1.Cl.[C:33]([O:37][C:38](=[O:42])[C@@H:39]([CH3:41])[NH2:40])([CH3:36])([CH3:35])[CH3:34]. (7) Given the product [C:22]([O:26][C:27]([N:29]1[CH2:34][CH2:33][C:32](=[C:35]([C:38]2[N:50]=[C:41]([C:42]3[CH:47]=[CH:46][CH:45]=[C:44]([Cl:48])[CH:43]=3)[O:40][N:39]=2)[CH2:36][CH3:37])[CH2:31][CH2:30]1)=[O:28])([CH3:25])([CH3:24])[CH3:23], predict the reactants needed to synthesize it. The reactants are: ClC1C=C(C2ON=C(CP(=O)(OCC)OCC)N=2)C=CC=1.[C:22]([O:26][C:27]([N:29]1[CH2:34][CH2:33][C:32](=[C:35]([C:38]([NH2:50])=[N:39][O:40][C:41](=O)[C:42]2[CH:47]=[CH:46][CH:45]=[C:44]([Cl:48])[CH:43]=2)[CH2:36][CH3:37])[CH2:31][CH2:30]1)=[O:28])([CH3:25])([CH3:24])[CH3:23].CCCC[N+](CCCC)(CCCC)CCCC.[F-]. (8) Given the product [F:19][C:20]1[C:28]([O:29][C:2]2[C:11]3[C:6](=[CH:7][CH:8]=[CH:9][CH:10]=3)[C:5]([CH2:12][C:13]3[CH:18]=[CH:17][N:16]=[CH:15][CH:14]=3)=[N:4][N:3]=2)=[CH:27][CH:26]=[C:25]2[C:21]=1[CH:22]=[C:23]([CH3:30])[NH:24]2, predict the reactants needed to synthesize it. The reactants are: Cl[C:2]1[C:11]2[C:6](=[CH:7][CH:8]=[CH:9][CH:10]=2)[C:5]([CH2:12][C:13]2[CH:18]=[CH:17][N:16]=[CH:15][CH:14]=2)=[N:4][N:3]=1.[F:19][C:20]1[C:28]([OH:29])=[CH:27][CH:26]=[C:25]2[C:21]=1[CH:22]=[C:23]([CH3:30])[NH:24]2.C(=O)([O-])[O-].[Cs+].[Cs+]. (9) Given the product [CH2:13]([C:3]1[CH:4]=[N:5][C:6]2[C:11]([C:2]=1[C:19]1[CH:20]=[C:15]([OH:14])[CH:16]=[CH:17][CH:18]=1)=[CH:10][CH:9]=[CH:8][C:7]=2[Cl:12])[C:6]1[CH:11]=[CH:10][CH:9]=[CH:8][CH:7]=1, predict the reactants needed to synthesize it. The reactants are: Br[C:2]1[C:11]2[C:6](=[C:7]([Cl:12])[CH:8]=[CH:9][CH:10]=2)[N:5]=[CH:4][C:3]=1[CH3:13].[OH:14][C:15]1[CH:16]=[C:17](B(O)O)[CH:18]=[CH:19][CH:20]=1.